This data is from Forward reaction prediction with 1.9M reactions from USPTO patents (1976-2016). The task is: Predict the product of the given reaction. (1) Given the reactants Cl.Cl.[NH:3]1[CH2:8][CH2:7][NH:6][CH2:5][CH:4]1[C:9]([OH:11])=O.[OH-].[Na+].[C:22](O[C:22]([O:24][C:25]([CH3:28])([CH3:27])[CH3:26])=[O:23])([O:24][C:25]([CH3:28])([CH3:27])[CH3:26])=[O:23].Cl[C:30]([O:32][CH2:33][C:34]1[CH:39]=[CH:38][CH:37]=[CH:36][CH:35]=1)=[O:31].B.C1COCC1, predict the reaction product. The product is: [OH:11][CH2:9][CH:4]1[CH2:5][N:6]([C:22]([O:24][C:25]([CH3:26])([CH3:27])[CH3:28])=[O:23])[CH2:7][CH2:8][N:3]1[C:30]([O:32][CH2:33][C:34]1[CH:39]=[CH:38][CH:37]=[CH:36][CH:35]=1)=[O:31]. (2) Given the reactants [CH3:1][O:2][C:3]1[CH:12]=[C:11]2[C:6]([CH:7]=[C:8]([C:13]3[CH:22]=[CH:21][C:16]([C:17]([O:19][CH3:20])=[O:18])=[CH:15][CH:14]=3)[CH:9]=[N:10]2)=[CH:5][CH:4]=1.C1C=C(Cl)C=C(C(OO)=[O:31])C=1.C([O-])([O-])=O.[Na+].[Na+], predict the reaction product. The product is: [CH3:1][O:2][C:3]1[CH:12]=[C:11]2[C:6]([CH:7]=[C:8]([C:13]3[CH:22]=[CH:21][C:16]([C:17]([O:19][CH3:20])=[O:18])=[CH:15][CH:14]=3)[CH:9]=[N+:10]2[O-:31])=[CH:5][CH:4]=1. (3) Given the reactants [Br:1][C:2]1[CH:7]=[CH:6][C:5]([C:8]2[N:13]=[C:12]3[CH2:14][C:15](=O)[NH:16][C:11]3=[CH:10][C:9]=2[Cl:18])=[CH:4][CH:3]=1.CN(C)C1C=CC=CC=1.O.P(Cl)(Cl)([Cl:31])=O, predict the reaction product. The product is: [Br:1][C:2]1[CH:7]=[CH:6][C:5]([C:8]2[N:13]=[C:12]3[CH:14]=[C:15]([Cl:31])[NH:16][C:11]3=[CH:10][C:9]=2[Cl:18])=[CH:4][CH:3]=1.